This data is from Peptide-MHC class II binding affinity with 134,281 pairs from IEDB. The task is: Regression. Given a peptide amino acid sequence and an MHC pseudo amino acid sequence, predict their binding affinity value. This is MHC class II binding data. (1) The peptide sequence is CDMLRLIDYNKAALS. The MHC is DRB1_1501 with pseudo-sequence DRB1_1501. The binding affinity (normalized) is 0.727. (2) The peptide sequence is KHLAVLVKYEGDTMA. The MHC is DRB1_0301 with pseudo-sequence DRB1_0301. The binding affinity (normalized) is 0.0681. (3) The MHC is DRB1_0101 with pseudo-sequence DRB1_0101. The peptide sequence is TEVYYQLESTQITTD. The binding affinity (normalized) is 0.815. (4) The peptide sequence is SNGEIEDVQTDIPSE. The MHC is DRB1_1101 with pseudo-sequence DRB1_1101. The binding affinity (normalized) is 0.311. (5) The peptide sequence is PADKYKTLEAAFTVS. The MHC is HLA-DPA10201-DPB10101 with pseudo-sequence HLA-DPA10201-DPB10101. The binding affinity (normalized) is 0.309. (6) The peptide sequence is DKVYEILKINSVKYY. The MHC is HLA-DPA10201-DPB10101 with pseudo-sequence HLA-DPA10201-DPB10101. The binding affinity (normalized) is 0.588. (7) The peptide sequence is GRSEFAYGSFVRTVS. The MHC is DRB1_0401 with pseudo-sequence DRB1_0401. The binding affinity (normalized) is 0.601. (8) The peptide sequence is IVQTLNAMPEYQNLL. The MHC is HLA-DPA10201-DPB11401 with pseudo-sequence HLA-DPA10201-DPB11401. The binding affinity (normalized) is 0.0507.